This data is from Reaction yield outcomes from USPTO patents with 853,638 reactions. The task is: Predict the reaction yield, written as a fraction of the theoretical maximum amount of product (1.0 means a 100% yield; for example, 0.34 means a 34% yield). (1) The reactants are [Br:1][C:2]1[CH:7]=[CH:6][C:5]([C@H:8]2[N:11]([C:12]3[CH:17]=[CH:16][CH:15]=[CH:14][CH:13]=3)[C:10](=[O:18])[C@@H:9]2[CH2:19][CH2:20][C@H:21]([O:29][Si:30]([C:33]([CH3:36])([CH3:35])[CH3:34])([CH3:32])[CH3:31])[C:22]2[CH:27]=[CH:26][C:25]([F:28])=[CH:24][CH:23]=2)=[C:4]([OH:37])[CH:3]=1.CN(C)C=O.N1C(C)=CC=CC=1C.FC(F)(F)S(O[Si:57]([C:60]([CH3:63])([CH3:62])[CH3:61])([CH3:59])[CH3:58])(=O)=O. The catalyst is ClCCl.C(OCC)(=O)C.O. The product is [Br:1][C:2]1[CH:7]=[CH:6][C:5]([C@H:8]2[N:11]([C:12]3[CH:13]=[CH:14][CH:15]=[CH:16][CH:17]=3)[C:10](=[O:18])[C@@H:9]2[CH2:19][CH2:20][C@H:21]([O:29][Si:30]([C:33]([CH3:34])([CH3:36])[CH3:35])([CH3:32])[CH3:31])[C:22]2[CH:23]=[CH:24][C:25]([F:28])=[CH:26][CH:27]=2)=[C:4]([O:37][Si:57]([C:60]([CH3:63])([CH3:62])[CH3:61])([CH3:59])[CH3:58])[CH:3]=1. The yield is 0.990. (2) The reactants are [Cl:1][C:2]1[CH:3]=[C:4]([C:10]2([C:26]([F:29])([F:28])[F:27])[O:14][N:13]=[C:12]([C:15]3[S:19][C:18]([C:20](O)=[O:21])=[C:17]4[CH2:23][CH2:24][CH2:25][C:16]=34)[CH2:11]2)[CH:5]=[C:6]([Cl:9])[C:7]=1[F:8].C(N(CC)C(C)C)(C)C.Cl.[NH2:40][CH2:41][C:42]([NH:44][CH2:45][CH:46]([F:48])[F:47])=[O:43].CN(C(ON1N=NC2C=CC=NC1=2)=[N+](C)C)C.F[P-](F)(F)(F)(F)F. The catalyst is C(#N)C. The product is [F:47][CH:46]([F:48])[CH2:45][NH:44][C:42]([CH2:41][NH:40][C:20]([C:18]1[S:19][C:15]([C:12]2[CH2:11][C:10]([C:4]3[CH:5]=[C:6]([Cl:9])[C:7]([F:8])=[C:2]([Cl:1])[CH:3]=3)([C:26]([F:29])([F:27])[F:28])[O:14][N:13]=2)=[C:16]2[CH2:25][CH2:24][CH2:23][C:17]=12)=[O:21])=[O:43]. The yield is 0.880. (3) The reactants are [CH2:1]([C:5]1[C:9]([CH2:10][CH:11]=O)=[C:8]([CH3:13])[N:7]([C:14]2[CH:19]=[CH:18][CH:17]=[CH:16][N:15]=2)[N:6]=1)[CH:2]([CH3:4])[CH3:3].[F:20][C:21]1[CH:26]=[CH:25][C:24]([C:27]2[C:28]([N:33]3[CH2:38][CH2:37][NH:36][CH2:35][CH2:34]3)=[N:29][CH:30]=[CH:31][N:32]=2)=[CH:23][CH:22]=1.C(O)(=O)C.C(O[BH-](OC(=O)C)OC(=O)C)(=O)C.[Na+].C(Cl)[Cl:58]. No catalyst specified. The product is [ClH:58].[F:20][C:21]1[CH:26]=[CH:25][C:24]([C:27]2[C:28]([N:33]3[CH2:34][CH2:35][N:36]([CH2:11][CH2:10][C:9]4[C:5]([CH2:1][CH:2]([CH3:4])[CH3:3])=[N:6][N:7]([C:14]5[CH:19]=[CH:18][CH:17]=[CH:16][N:15]=5)[C:8]=4[CH3:13])[CH2:37][CH2:38]3)=[N:29][CH:30]=[CH:31][N:32]=2)=[CH:23][CH:22]=1. The yield is 0.500. (4) The reactants are C(=O)([O-])[O-].[K+].[K+].Br[CH2:8][CH3:9].[F:10][C:11]1[C:16]([OH:17])=[CH:15][N:14]=[C:13]2[N:18]([Si](C(C)C)(C(C)C)C(C)C)[CH:19]=[CH:20][C:12]=12.O.C(#N)C. The catalyst is CN(C=O)C. The product is [CH2:8]([O:17][C:16]1[C:11]([F:10])=[C:12]2[CH:20]=[CH:19][NH:18][C:13]2=[N:14][CH:15]=1)[CH3:9]. The yield is 0.120. (5) The reactants are [BrH:1].[CH:2]1([N:5]([C:13]2[N:18]3[N:19]=[CH:20][C:21]([CH:22]=[O:23])=[C:17]3[N:16]=[C:15]([C:24]3[S:25][C:26]([CH2:29]O)=[CH:27][CH:28]=3)[CH:14]=2)C(=O)OC(C)(C)C)[CH2:4][CH2:3]1. The catalyst is ClCCl. The product is [Br:1][CH2:29][C:26]1[S:25][C:24]([C:15]2[CH:14]=[C:13]([NH:5][CH:2]3[CH2:4][CH2:3]3)[N:18]3[N:19]=[CH:20][C:21]([CH:22]=[O:23])=[C:17]3[N:16]=2)=[CH:28][CH:27]=1. The yield is 0.340.